This data is from Aqueous solubility values for 9,982 compounds from the AqSolDB database. The task is: Regression/Classification. Given a drug SMILES string, predict its absorption, distribution, metabolism, or excretion properties. Task type varies by dataset: regression for continuous measurements (e.g., permeability, clearance, half-life) or binary classification for categorical outcomes (e.g., BBB penetration, CYP inhibition). For this dataset (solubility_aqsoldb), we predict Y. (1) The Y is -1.11 log mol/L. The molecule is Cc1ccc2c(c1)OCC(=O)CO2. (2) The molecule is [Na+].[O-][Cl+3]([O-])([O-])[O-]. The Y is -1.77 log mol/L. (3) The drug is CC(C)(C)OOC1(OOC(C)(C)C)CCCCC1. The Y is -5.39 log mol/L. (4) The drug is OB(O)O. The Y is -0.0993 log mol/L. (5) The compound is CC[NH+](CCO)CCO. The Y is 0.875 log mol/L. (6) The compound is Cc1cc[n+]([O-])cc1. The Y is 0.962 log mol/L. (7) The molecule is Oc1c(Cl)c(Cl)c(Cl)c(Cl)c1Cl. The Y is -4.28 log mol/L. (8) The compound is Nc1ccc2c(O)cc(S(=O)(=O)O)cc2c1. The Y is -2.68 log mol/L. (9) The compound is Fc1ccccc1. The Y is -1.79 log mol/L.